This data is from Retrosynthesis with 50K atom-mapped reactions and 10 reaction types from USPTO. The task is: Predict the reactants needed to synthesize the given product. (1) The reactants are: CCOC(=O)c1sc(N2CCN(Cc3ccc(OC(F)F)cc3)C2=O)nc1C. Given the product Cc1nc(N2CCN(Cc3ccc(OC(F)F)cc3)C2=O)sc1C(=O)O, predict the reactants needed to synthesize it. (2) Given the product C(=Cc1ccccc1)C=Nc1ccccc1, predict the reactants needed to synthesize it. The reactants are: Nc1ccccc1.O=CC=Cc1ccccc1. (3) Given the product C[Si](C)(C)CCN1C(=O)CN(c2ccc(/C=C/Cc3ccccc3)cc2OCc2ccccc2)S1(=O)=O, predict the reactants needed to synthesize it. The reactants are: C=CCc1ccccc1.C[Si](C)(C)CCN1C(=O)CN(c2ccc(I)cc2OCc2ccccc2)S1(=O)=O. (4) Given the product CC(=O)Nc1nc2c(Oc3cc(-c4ccc(C(F)(F)F)cc4NC(=O)OC(C)(C)C)ncn3)cccc2s1, predict the reactants needed to synthesize it. The reactants are: CC(=O)Nc1nc2c(O)cccc2s1.CC(C)(C)OC(=O)Nc1cc(C(F)(F)F)ccc1-c1cc(Cl)ncn1. (5) Given the product COC(=O)C1=Cc2cc(OC3CCCCC3)ccc2CCC1, predict the reactants needed to synthesize it. The reactants are: COC(=O)C1=Cc2cc(O)ccc2CCC1.OC1CCCCC1. (6) The reactants are: CNOC.COC(=O)c1ccc(C(=O)O)nc1. Given the product COC(=O)c1ccc(C(=O)N(C)OC)nc1, predict the reactants needed to synthesize it. (7) Given the product CCCc1c(O)ccc2c(CCc3ccccc3)coc12, predict the reactants needed to synthesize it. The reactants are: C=CCc1c(O)ccc2c(CCc3ccccc3)coc12.